Task: Regression. Given a peptide amino acid sequence and an MHC pseudo amino acid sequence, predict their binding affinity value. This is MHC class I binding data.. Dataset: Peptide-MHC class I binding affinity with 185,985 pairs from IEDB/IMGT (1) The peptide sequence is RRGKANKPR. The MHC is HLA-B35:01 with pseudo-sequence HLA-B35:01. The binding affinity (normalized) is 0.0847. (2) The binding affinity (normalized) is 0.0847. The peptide sequence is KTTARHLGH. The MHC is HLA-B27:03 with pseudo-sequence HLA-B27:03. (3) The peptide sequence is FSAVISGSV. The MHC is HLA-A68:02 with pseudo-sequence HLA-A68:02. The binding affinity (normalized) is 0.910.